Predict the product of the given reaction. From a dataset of Forward reaction prediction with 1.9M reactions from USPTO patents (1976-2016). (1) Given the reactants [C@H:1]([NH:5][C:6]1[C:7]([C:17]([NH2:19])=[O:18])=[CH:8][C:9]([CH3:16])=[C:10]([CH:15]=1)[C:11]([O:13]C)=[O:12])([CH2:3][CH3:4])[CH3:2].[OH-].[Na+], predict the reaction product. The product is: [C@H:1]([NH:5][C:6]1[C:7]([C:17]([NH2:19])=[O:18])=[CH:8][C:9]([CH3:16])=[C:10]([CH:15]=1)[C:11]([OH:13])=[O:12])([CH2:3][CH3:4])[CH3:2]. (2) Given the reactants [OH:1][C:2]1[C:3]([CH3:12])=[C:4]2[C:8](=[CH:9][CH:10]=1)[C:7](=[O:11])[CH:6]=[CH:5]2.C1N2CN3CN(C2)CN1C3.FC(F)(F)[C:25](O)=[O:26], predict the reaction product. The product is: [OH:1][C:2]1[C:3]([CH3:12])=[C:4]2[C:8](=[CH:9][CH:10]=1)[C:7](=[O:11])[C:6]([CH:25]=[O:26])=[CH:5]2.